From a dataset of Reaction yield outcomes from USPTO patents with 853,638 reactions. Predict the reaction yield, written as a fraction of the theoretical maximum amount of product (1.0 means a 100% yield; for example, 0.34 means a 34% yield). The yield is 0.699. The product is [CH2:21]([C:8]1[C:7]2[C:11](=[CH:12][C:4]([NH2:1])=[CH:5][CH:6]=2)[N:10]([CH2:13][O:14][CH2:15][CH2:16][Si:17]([CH3:19])([CH3:18])[CH3:20])[N:9]=1)[CH3:22]. The reactants are [N+:1]([C:4]1[CH:12]=[C:11]2[C:7]([C:8]([CH:21]=[CH2:22])=[N:9][N:10]2[CH2:13][O:14][CH2:15][CH2:16][Si:17]([CH3:20])([CH3:19])[CH3:18])=[CH:6][CH:5]=1)([O-])=O.[H][H]. The catalyst is [Pd].CO.